This data is from Full USPTO retrosynthesis dataset with 1.9M reactions from patents (1976-2016). The task is: Predict the reactants needed to synthesize the given product. (1) Given the product [ClH:33].[CH3:1][C:2]1[N:7]=[C:6]([C:8]([N:10]2[C@H:16]([CH2:17][NH:18][C:19]3[CH:24]=[CH:23][C:22]([C:25]([F:28])([F:27])[F:26])=[CH:21][N:20]=3)[CH2:15][C@H:14]3[C@H:12]([CH2:13]3)[CH2:11]2)=[O:9])[C:5]([O:29][CH2:30][CH2:31][CH3:32])=[CH:4][CH:3]=1, predict the reactants needed to synthesize it. The reactants are: [CH3:1][C:2]1[N:7]=[C:6]([C:8]([N:10]2[C@H:16]([CH2:17][NH:18][C:19]3[CH:24]=[CH:23][C:22]([C:25]([F:28])([F:27])[F:26])=[CH:21][N:20]=3)[CH2:15][C@H:14]3[C@H:12]([CH2:13]3)[CH2:11]2)=[O:9])[C:5]([O:29][CH2:30][CH2:31][CH3:32])=[CH:4][CH:3]=1.[ClH:33]. (2) Given the product [CH:64]([Si:67]([CH:71]([CH3:73])[CH3:72])([CH:68]([CH3:70])[CH3:69])[O:1][CH2:2][C@@H:3]1[CH2:7][C@@H:6]([NH:8][C:9]([C:10]2[CH:15]=[CH:14][CH:13]=[CH:12][CH:11]=2)([C:16]2[CH:17]=[CH:18][CH:19]=[CH:20][CH:21]=2)[C:22]2[CH:27]=[CH:26][CH:25]=[CH:24][CH:23]=2)[CH2:5][C@@H:4]1[OH:28])([CH3:66])[CH3:65], predict the reactants needed to synthesize it. The reactants are: [OH:1][CH2:2][C@@H:3]1[CH2:7][C@@H:6]([NH:8][C:9]([C:22]2[CH:27]=[CH:26][CH:25]=[CH:24][CH:23]=2)([C:16]2[CH:21]=[CH:20][CH:19]=[CH:18][CH:17]=2)[C:10]2[CH:15]=[CH:14][CH:13]=[CH:12][CH:11]=2)[CH2:5][C@@H:4]1[OH:28].OC[C@]1(O)CC[C@H](NC(C2C=CC=CC=2)(C2C=CC=CC=2)C2C=CC=CC=2)C1.C(N(CC)CC)C.[CH:64]([Si:67](Cl)([CH:71]([CH3:73])[CH3:72])[CH:68]([CH3:70])[CH3:69])([CH3:66])[CH3:65]. (3) Given the product [O:26]1[CH2:27][CH2:28][N:23]([C:18]2[CH:17]=[C:16]([C:8]3[C:7]4[O:6][C:5]5[C:14](=[CH:15][C:2]([N:1]6[CH2:34][CH2:33][O:32][CH2:31][CH2:30]6)=[CH:3][CH:4]=5)[CH2:13][C:12]=4[CH:11]=[CH:10][CH:9]=3)[NH:21][C:20](=[O:22])[CH:19]=2)[CH2:24][CH2:25]1, predict the reactants needed to synthesize it. The reactants are: [NH2:1][C:2]1[CH:15]=[C:14]2[C:5]([O:6][C:7]3[C:8]([C:16]4[NH:21][C:20](=[O:22])[CH:19]=[C:18]([N:23]5[CH2:28][CH2:27][O:26][CH2:25][CH2:24]5)[CH:17]=4)=[CH:9][CH:10]=[CH:11][C:12]=3[CH2:13]2)=[CH:4][CH:3]=1.Br[CH2:30][CH2:31][O:32][CH2:33][CH2:34]Br.C(N(CC)C(C)C)(C)C.CN(C)C(=O)C. (4) Given the product [Br:1][C:2]1[O:3][C:4]2[CH:23]=[CH:22][CH:21]=[CH:20][C:5]=2[C:6]=1[C:7]1[CH:8]=[CH:9][C:10]([C:13]2[CH:18]=[CH:17][C:16]([O:19][CH:27]([CH2:29][C:30]3[CH:35]=[CH:34][CH:33]=[CH:32][CH:31]=3)[C:26]([OH:36])=[O:25])=[CH:15][CH:14]=2)=[CH:11][CH:12]=1, predict the reactants needed to synthesize it. The reactants are: [Br:1][C:2]1[O:3][C:4]2[CH:23]=[CH:22][CH:21]=[CH:20][C:5]=2[C:6]=1[C:7]1[CH:12]=[CH:11][C:10]([C:13]2[CH:18]=[CH:17][C:16]([OH:19])=[CH:15][CH:14]=2)=[CH:9][CH:8]=1.C[O:25][C:26](=[O:36])[CH:27]([CH2:29][C:30]1[CH:35]=[CH:34][CH:33]=[CH:32][CH:31]=1)O. (5) Given the product [C:1]([O:5][C:6](=[O:39])[N:7]([C@H:19]([CH2:37][OH:38])[CH2:20][C:21]1[CH:22]=[CH:23][C:24]([O:27][C:28]2[C:33]([NH2:34])=[CH:32][CH:31]=[CH:30][N:29]=2)=[CH:25][CH:26]=1)[CH2:8][C@H:9]([OH:18])[CH2:10][O:11][C:12]1[CH:13]=[CH:14][CH:15]=[CH:16][CH:17]=1)([CH3:2])([CH3:4])[CH3:3], predict the reactants needed to synthesize it. The reactants are: [C:1]([O:5][C:6](=[O:39])[N:7]([C@H:19]([CH2:37][OH:38])[CH2:20][C:21]1[CH:26]=[CH:25][C:24]([O:27][C:28]2[C:33]([N+:34]([O-])=O)=[CH:32][CH:31]=[CH:30][N:29]=2)=[CH:23][CH:22]=1)[CH2:8][C@H:9]([OH:18])[CH2:10][O:11][C:12]1[CH:17]=[CH:16][CH:15]=[CH:14][CH:13]=1)([CH3:4])([CH3:3])[CH3:2].[H][H]. (6) Given the product [F:1][C:2]1[CH:3]=[CH:4][C:5]2[N:21]([C:22]3[CH:27]=[CH:26][CH:25]=[CH:24][CH:23]=3)[C:9]([C@@H:10]([NH:12][C:13](=[O:19])[O:14][C:15]([CH3:18])([CH3:17])[CH3:16])[CH3:11])=[N:8][C:6]=2[CH:7]=1, predict the reactants needed to synthesize it. The reactants are: [F:1][C:2]1[CH:3]=[CH:4][C:5]([NH:21][C:22]2[CH:27]=[CH:26][CH:25]=[CH:24][CH:23]=2)=[C:6]([NH:8][C:9](=O)[C@@H:10]([NH:12][C:13](=[O:19])[O:14][C:15]([CH3:18])([CH3:17])[CH3:16])[CH3:11])[CH:7]=1. (7) Given the product [CH2:19]([N:26]1[CH:30]=[C:29]([C:2]2[CH:7]=[CH:6][N:5]=[C:4]3[N:8]([CH2:11][O:12][CH2:13][CH2:14][Si:15]([CH3:18])([CH3:17])[CH3:16])[CH:9]=[CH:10][C:3]=23)[CH:28]=[N:27]1)[C:20]1[CH:25]=[CH:24][CH:23]=[CH:22][CH:21]=1, predict the reactants needed to synthesize it. The reactants are: Br[C:2]1[CH:7]=[CH:6][N:5]=[C:4]2[N:8]([CH2:11][O:12][CH2:13][CH2:14][Si:15]([CH3:18])([CH3:17])[CH3:16])[CH:9]=[CH:10][C:3]=12.[CH2:19]([N:26]1[CH:30]=[C:29](B2OC(C)(C)C(C)(C)O2)[CH:28]=[N:27]1)[C:20]1[CH:25]=[CH:24][CH:23]=[CH:22][CH:21]=1.C1(C)C=CC=CC=1.C(O)C.C(=O)([O-])[O-].[K+].[K+].O. (8) Given the product [F:1][CH2:2][CH2:3][NH:4][C:5](=[O:10])[C@@H:6]([N:8]([CH3:9])[C:32]([C:17]1[CH:18]=[C:19]2[C:14](=[CH:15][CH:16]=1)[N:13]([CH3:12])[C:25]1[CH2:24][CH2:23][CH:22]([CH:26]3[CH2:27][CH2:28][O:29][CH2:30][CH2:31]3)[CH2:21][C:20]2=1)=[O:33])[CH3:7], predict the reactants needed to synthesize it. The reactants are: [F:1][CH2:2][CH2:3][NH:4][C:5](=[O:10])[C@@H:6]([NH2+:8][CH3:9])[CH3:7].[Cl-].[CH3:12][N:13]1[C:25]2[CH2:24][CH2:23][CH:22]([CH:26]3[CH2:31][CH2:30][O:29][CH2:28][CH2:27]3)[CH2:21][C:20]=2[C:19]2[C:14]1=[CH:15][CH:16]=[C:17]([C:32](O)=[O:33])[CH:18]=2.CCN(C(C)C)C(C)C.CN(C(ON1N=NC2C=CC=NC1=2)=[N+](C)C)C.F[P-](F)(F)(F)(F)F. (9) Given the product [O:14]=[C:12]([C:15]1[N:16]=[C:17]([C:21]([O:23][CH3:24])=[O:22])[CH:18]=[CH:19][CH:20]=1)[C:35]#[C:34][C:31]1[CH:30]=[CH:29][C:28]([O:27][C:26]([F:25])([F:36])[F:37])=[CH:33][CH:32]=1, predict the reactants needed to synthesize it. The reactants are: S(Cl)(Cl)=O.C1(C)C=CC=CC=1.[C:12]([C:15]1[CH:20]=[CH:19][CH:18]=[C:17]([C:21]([O:23][CH3:24])=[O:22])[N:16]=1)([OH:14])=O.[F:25][C:26]([F:37])([F:36])[O:27][C:28]1[CH:33]=[CH:32][C:31]([C:34]#[CH:35])=[CH:30][CH:29]=1. (10) The reactants are: C([O:9][C:10]1[CH:19]=[CH:18][C:13]([C:14]([O:16]C)=[O:15])=[CH:12][C:11]=1[C:20](=[O:27])[NH:21][O:22][C:23]([CH3:26])([CH3:25])[CH3:24])(=O)C1C=CC=CC=1.[OH-].[Na+]. Given the product [C:23]([O:22][NH:21][C:20]([C:11]1[CH:12]=[C:13]([CH:18]=[CH:19][C:10]=1[OH:9])[C:14]([OH:16])=[O:15])=[O:27])([CH3:26])([CH3:24])[CH3:25], predict the reactants needed to synthesize it.